From a dataset of Reaction yield outcomes from USPTO patents with 853,638 reactions. Predict the reaction yield, written as a fraction of the theoretical maximum amount of product (1.0 means a 100% yield; for example, 0.34 means a 34% yield). (1) The reactants are Cl(O)(=O)(=O)=O.[OH:6][CH:7]([C:12]1[N:13]=[C:14]([CH3:17])[S:15][CH:16]=1)[C:8]([O:10][CH3:11])=[O:9].C(O[C:22]([CH3:25])([CH3:24])[CH3:23])(=O)C. No catalyst specified. The product is [C:22]([O:6][CH:7]([C:12]1[N:13]=[C:14]([CH3:17])[S:15][CH:16]=1)[C:8]([O:10][CH3:11])=[O:9])([CH3:25])([CH3:24])[CH3:23]. The yield is 0.210. (2) The reactants are Br[C:2]1[CH:7]=[CH:6][CH:5]=[CH:4][C:3]=1[CH2:8][CH2:9][CH3:10].[O:11]1[CH2:13][CH2:12]1. The catalyst is O1CCCC1. The product is [CH2:8]([C:3]1[CH:4]=[CH:5][CH:6]=[CH:7][C:2]=1[CH2:13][CH2:12][OH:11])[CH2:9][CH3:10]. The yield is 0.150. (3) The catalyst is C(Cl)Cl. The reactants are [S:1]1(=[O:12])[C:7]2[CH:8]=[CH:9][CH:10]=[CH:11][C:6]=2[CH2:5][CH2:4][CH2:3][CH2:2]1.ClC1C=C(C=CC=1)C(OO)=[O:18].[O-]S([O-])=O.[Na+].[Na+].C([O-])(O)=O.[Na+]. The yield is 0.975. The product is [S:1]1(=[O:18])(=[O:12])[C:7]2[CH:8]=[CH:9][CH:10]=[CH:11][C:6]=2[CH2:5][CH2:4][CH2:3][CH2:2]1.